Dataset: Forward reaction prediction with 1.9M reactions from USPTO patents (1976-2016). Task: Predict the product of the given reaction. (1) Given the reactants [O:1]=[CH:2]/[CH:3]=[CH:4]/[C:5]([O:7][CH2:8][CH3:9])=[O:6].[CH3:10][O:11][C:12]1[CH:17]=[CH:16][C:15]([S:18]([N:21]=[CH:22]/[CH:23]=[CH:24]/[C:25]2[CH:30]=[CH:29][C:28]([C:31](=[O:33])[CH3:32])=[CH:27][CH:26]=2)(=[O:20])=[O:19])=[CH:14][CH:13]=1, predict the reaction product. The product is: [C:31]([C:28]1[CH:27]=[CH:26][C:25]([C@H:24]2[CH:23]=[CH:22][N:21]([S:18]([C:15]3[CH:14]=[CH:13][C:12]([O:11][CH3:10])=[CH:17][CH:16]=3)(=[O:20])=[O:19])[C:2](=[O:1])[C@H:3]2[CH2:4][C:5]([O:7][CH2:8][CH3:9])=[O:6])=[CH:30][CH:29]=1)(=[O:33])[CH3:32]. (2) Given the reactants [OH:1][C:2]1[CH:3]=[C:4]([CH:7]=[CH:8][C:9]=1[OH:10])[CH:5]=[O:6].[CH3:11][C:12]([CH3:16])=[CH:13][CH:14]=O, predict the reaction product. The product is: [OH:1][C:2]1[CH:3]=[C:4]([CH:5]=[O:6])[CH:7]=[C:8]2[C:9]=1[O:10][C:12]([CH3:16])([CH3:11])[CH:13]=[CH:14]2.